Task: Predict the reactants needed to synthesize the given product.. Dataset: Full USPTO retrosynthesis dataset with 1.9M reactions from patents (1976-2016) Given the product [C:21]([C:2]1[C:11]2[C:6](=[CH:7][C:8]([S:13]([OH:16])(=[O:15])=[O:14])=[CH:9][C:10]=2[OH:12])[CH:5]=[C:4]([S:17]([OH:20])(=[O:19])=[O:18])[CH:3]=1)#[N:22], predict the reactants needed to synthesize it. The reactants are: Br[C:2]1[C:11]2[C:6](=[CH:7][C:8]([S:13]([OH:16])(=[O:15])=[O:14])=[CH:9][C:10]=2[OH:12])[CH:5]=[C:4]([S:17]([OH:20])(=[O:19])=[O:18])[CH:3]=1.[CH3:21][N:22](C)C=O.